This data is from Full USPTO retrosynthesis dataset with 1.9M reactions from patents (1976-2016). The task is: Predict the reactants needed to synthesize the given product. The reactants are: [CH3:1][O:2][C:3]1[C:12]2[C:7](=[CH:8][CH:9]=[CH:10][CH:11]=2)[C:6]([O:13][CH3:14])=[CH:5][C:4]=1[CH:15]=[O:16].[B-](F)(F)(F)[F:18].[B-](F)(F)(F)F.C1[N+]2(CCl)CC[N+](F)(CC2)C1. Given the product [CH3:1][O:2][C:3]1[C:12]2[C:7](=[CH:8][CH:9]=[CH:10][CH:11]=2)[C:6]([O:13][CH3:14])=[C:5]([F:18])[C:4]=1[CH:15]=[O:16], predict the reactants needed to synthesize it.